From a dataset of Peptide-MHC class II binding affinity with 134,281 pairs from IEDB. Regression. Given a peptide amino acid sequence and an MHC pseudo amino acid sequence, predict their binding affinity value. This is MHC class II binding data. (1) The peptide sequence is SPALFLSFLYTLELK. The MHC is DRB1_0301 with pseudo-sequence DRB1_0301. The binding affinity (normalized) is 0.268. (2) The peptide sequence is SLRKLSSVCLALTNS. The MHC is DRB1_1501 with pseudo-sequence DRB1_1501. The binding affinity (normalized) is 0.624.